This data is from Peptide-MHC class I binding affinity with 185,985 pairs from IEDB/IMGT. The task is: Regression. Given a peptide amino acid sequence and an MHC pseudo amino acid sequence, predict their binding affinity value. This is MHC class I binding data. (1) The peptide sequence is TMHANYIFWR. The MHC is HLA-A03:01 with pseudo-sequence HLA-A03:01. The binding affinity (normalized) is 0.340. (2) The peptide sequence is FGLQNKVYD. The MHC is H-2-Db with pseudo-sequence H-2-Db. The binding affinity (normalized) is 0.234. (3) The binding affinity (normalized) is 0.257. The peptide sequence is LTQKVVIFIL. The MHC is HLA-B08:01 with pseudo-sequence HLA-B08:01. (4) The MHC is HLA-B40:01 with pseudo-sequence HLA-B40:01. The peptide sequence is GEVGLDLTV. The binding affinity (normalized) is 0.697. (5) The peptide sequence is EEDAAVDDL. The MHC is HLA-A02:06 with pseudo-sequence HLA-A02:06. The binding affinity (normalized) is 0.0847.